Dataset: Reaction yield outcomes from USPTO patents with 853,638 reactions. Task: Predict the reaction yield, written as a fraction of the theoretical maximum amount of product (1.0 means a 100% yield; for example, 0.34 means a 34% yield). (1) The reactants are O[C:2]12[CH2:11][CH:6]3[CH2:7][CH:8]([CH2:10][C:4]([C:12]([OH:14])=O)([CH2:5]3)[CH2:3]1)[CH2:9]2.Cl.CN(C)CCCN=C=NCC.[OH:27]N1C2C=CC=CC=2N=N1.Cl.[CH3:38][NH:39][O:40][CH3:41].C(N(CC)C(C)C)(C)C.[Cl-].[NH4+]. The catalyst is ClCCl.CN(C)C1C=CN=CC=1. The product is [OH:27][C:2]12[CH2:9][CH:8]3[CH2:7][CH:6]([CH2:5][C:4]([C:12]([N:39]([O:40][CH3:41])[CH3:38])=[O:14])([CH2:10]3)[CH2:3]1)[CH2:11]2. The yield is 0.410. (2) The reactants are [N:1]1[CH:6]=[CH:5][CH:4]=[CH:3][C:2]=1[C:7]1[O:11][CH:10]=[N:9][CH:8]=1.[O:12]([CH2:19][C:20]1[CH:25]=[CH:24][C:23]([CH2:26][CH2:27][C:28](O)=[O:29])=[CH:22][CH:21]=1)[C:13]1[CH:18]=[CH:17][CH:16]=[CH:15][CH:14]=1. No catalyst specified. The product is [O:12]([CH2:19][C:20]1[CH:21]=[CH:22][C:23]([CH2:26][CH2:27][C:28]([C:10]2[O:11][C:7]([C:2]3[CH:3]=[CH:4][CH:5]=[CH:6][N:1]=3)=[CH:8][N:9]=2)=[O:29])=[CH:24][CH:25]=1)[C:13]1[CH:18]=[CH:17][CH:16]=[CH:15][CH:14]=1. The yield is 0.320.